This data is from Catalyst prediction with 721,799 reactions and 888 catalyst types from USPTO. The task is: Predict which catalyst facilitates the given reaction. Reactant: [C:1]1([C:7]2([CH:14]=[O:15])[CH2:13][CH2:12][CH:11]=[CH:10][CH2:9][CH2:8]2)[CH:6]=[CH:5][CH:4]=[CH:3][CH:2]=1.[BH4-].[Na+]. Product: [C:1]1([C:7]2([CH2:14][OH:15])[CH2:13][CH2:12][CH:11]=[CH:10][CH2:9][CH2:8]2)[CH:6]=[CH:5][CH:4]=[CH:3][CH:2]=1. The catalyst class is: 5.